From a dataset of Forward reaction prediction with 1.9M reactions from USPTO patents (1976-2016). Predict the product of the given reaction. The product is: [CH3:23][O:22][C:19]1[CH:20]=[CH:21][C:16]([C@H:15]2[CH2:35][CH2:34][CH:33]=[CH:37]2)=[CH:17][CH:18]=1. Given the reactants O1CCOCC1.O([CH2:15][C:16]1[CH:21]=[CH:20][C:19]([O:22][CH3:23])=[CH:18][CH:17]=1)S(C(F)(F)F)(=O)=O.C(N(C(C)C)C(C)C)C.[CH:33]1[CH2:37]C[CH2:35][CH:34]=1, predict the reaction product.